Dataset: Catalyst prediction with 721,799 reactions and 888 catalyst types from USPTO. Task: Predict which catalyst facilitates the given reaction. (1) Reactant: [Br:1][CH2:2][CH2:3][CH2:4][OH:5].[C:6](Cl)([C:19]1[CH:24]=[CH:23][CH:22]=[CH:21][CH:20]=1)([C:13]1[CH:18]=[CH:17][CH:16]=[CH:15][CH:14]=1)[C:7]1[CH:12]=[CH:11][CH:10]=[CH:9][CH:8]=1. Product: [Br:1][CH2:2][CH2:3][CH2:4][O:5][C:6]([C:7]1[CH:12]=[CH:11][CH:10]=[CH:9][CH:8]=1)([C:19]1[CH:20]=[CH:21][CH:22]=[CH:23][CH:24]=1)[C:13]1[CH:14]=[CH:15][CH:16]=[CH:17][CH:18]=1. The catalyst class is: 2. (2) Reactant: [CH3:1][C:2]1[S:9][C:8]2[CH:7]=[C:6]([C:10]([O:12]CC)=[O:11])[NH:5][C:4]=2[C:3]=1[N:15]([CH3:24])[S:16]([C:19]1[S:20][CH:21]=[CH:22][CH:23]=1)(=[O:18])=[O:17].O1CCCC1.[OH-].[Na+]. Product: [CH3:1][C:2]1[S:9][C:8]2[CH:7]=[C:6]([C:10]([OH:12])=[O:11])[NH:5][C:4]=2[C:3]=1[N:15]([CH3:24])[S:16]([C:19]1[S:20][CH:21]=[CH:22][CH:23]=1)(=[O:18])=[O:17]. The catalyst class is: 8. (3) Reactant: [CH:1]([N:4]1[C:12]2[C:7](=[CH:8][C:9]([NH:22][C:23]([C:25]3[CH:30]=[C:29]([CH3:31])[C:28](=[O:32])[N:27]([CH3:33])[CH:26]=3)=O)=[C:10]([NH:13][C@H:14]([C:16]3[CH:21]=[CH:20][CH:19]=[CH:18][CH:17]=3)[CH3:15])[CH:11]=2)[C:6]([CH3:35])([CH3:34])[C:5]1=[O:36])([CH3:3])[CH3:2]. Product: [CH3:33][N:27]1[C:28](=[O:32])[C:29]([CH3:31])=[CH:30][C:25]([C:23]2[N:13]([C@H:14]([C:16]3[CH:17]=[CH:18][CH:19]=[CH:20][CH:21]=3)[CH3:15])[C:10]3[C:9]([N:22]=2)=[CH:8][C:7]2[C:6]([CH3:35])([CH3:34])[C:5](=[O:36])[N:4]([CH:1]([CH3:3])[CH3:2])[C:12]=2[CH:11]=3)=[CH:26]1. The catalyst class is: 15. (4) Reactant: [NH2:1][C:2]1[N:7]=[C:6](Cl)[C:5]([NH2:9])=[C:4]([Cl:10])[N:3]=1.[NH2:11][CH:12]1[CH2:17][CH2:16][O:15][CH2:14][CH2:13]1.C(=O)(O)[O-].[Na+]. Product: [Cl:10][C:4]1[N:3]=[C:2]([NH2:1])[N:7]=[C:6]([NH:11][CH:12]2[CH2:17][CH2:16][O:15][CH2:14][CH2:13]2)[C:5]=1[NH2:9]. The catalyst class is: 51. (5) Reactant: [N:1]1[CH:6]=[CH:5][CH:4]=[CH:3][C:2]=1[C:7]1[CH:12]=[CH:11][C:10]([CH3:13])=[CH:9][CH:8]=1.[Br:14]N1C(=O)CCC1=O.N(C(C)(C)C#N)=NC(C)(C)C#N. Product: [N:1]1[CH:6]=[CH:5][CH:4]=[CH:3][C:2]=1[C:7]1[CH:8]=[CH:9][C:10]([CH2:13][Br:14])=[CH:11][CH:12]=1. The catalyst class is: 717. (6) Reactant: [CH2:1]([NH:5][C:6]1[CH:12]=[CH:11][C:10]([C:13]2[O:14][C:15]3[CH:21]=[CH:20][CH:19]=[CH:18][C:16]=3[N:17]=2)=[CH:9][C:7]=1[NH2:8])[CH2:2][CH2:3][CH3:4].Cl.[C:23](=N)(OC)[CH3:24].C(=O)([O-])O.[Na+]. Product: [O:14]1[C:15]2[CH:21]=[CH:20][CH:19]=[CH:18][C:16]=2[N:17]=[C:13]1[C:10]1[CH:11]=[CH:12][C:6]2[N:5]([CH2:1][CH2:2][CH2:3][CH3:4])[C:23]([CH3:24])=[N:8][C:7]=2[CH:9]=1. The catalyst class is: 5. (7) Reactant: C(OC([N:8]1[CH2:13][CH2:12][C:11]([C:15]2[N:16]([CH3:41])[C:17]3[C:22]([N:23]=2)=[C:21]([N:24]2[CH2:29][CH2:28][O:27][CH2:26][CH2:25]2)[N:20]=[C:19]([N:30]2[C:34]4[CH:35]=[CH:36][CH:37]=[CH:38][C:33]=4[N:32]=[C:31]2[CH2:39][CH3:40])[N:18]=3)([OH:14])[CH2:10][CH2:9]1)=O)(C)(C)C.C(O)(C(F)(F)F)=O. Product: [CH2:39]([C:31]1[N:30]([C:19]2[N:18]=[C:17]3[C:22]([N:23]=[C:15]([C:11]4([OH:14])[CH2:10][CH2:9][NH:8][CH2:13][CH2:12]4)[N:16]3[CH3:41])=[C:21]([N:24]3[CH2:25][CH2:26][O:27][CH2:28][CH2:29]3)[N:20]=2)[C:34]2[CH:35]=[CH:36][CH:37]=[CH:38][C:33]=2[N:32]=1)[CH3:40]. The catalyst class is: 2.